Task: Predict the reactants needed to synthesize the given product.. Dataset: Full USPTO retrosynthesis dataset with 1.9M reactions from patents (1976-2016) (1) Given the product [CH3:27][O:26][N:25]([CH3:24])[C:12](=[O:14])[C:11]1[CH:15]=[CH:16][N:17]=[C:9]([O:8][CH3:7])[CH:10]=1, predict the reactants needed to synthesize it. The reactants are: C(Cl)(=O)C(Cl)=O.[CH3:7][O:8][C:9]1[CH:10]=[C:11]([CH:15]=[CH:16][N:17]=1)[C:12]([OH:14])=O.CN(C)C=O.Cl.[CH3:24][NH:25][O:26][CH3:27].C(N(CC)CC)C. (2) Given the product [CH:32]([NH:31][C:29]([C:28]1[CH:27]=[N:26][N:23]2[CH:24]=[CH:25][C:20]([O:8][CH2:7][C:3]3[CH:2]=[N:1][CH:6]=[CH:5][CH:4]=3)=[N:21][C:22]=12)=[O:30])([CH3:34])[CH3:33], predict the reactants needed to synthesize it. The reactants are: [N:1]1[CH:6]=[CH:5][CH:4]=[C:3]([CH2:7][OH:8])[CH:2]=1.C[Si](C)(C)[N-][Si](C)(C)C.[Li+].Cl[C:20]1[CH:25]=[CH:24][N:23]2[N:26]=[CH:27][C:28]([C:29]([NH:31][CH:32]([CH3:34])[CH3:33])=[O:30])=[C:22]2[N:21]=1. (3) Given the product [N:3]1([C@H:4]2[CH2:9][CH2:8][C@H:7]([C:10]([NH:12][C:13]3[C:17]4[CH:18]=[CH:19][CH:20]=[CH:21][C:16]=4[O:15][C:14]=3[C:22]([NH:24][C:25]3[CH:30]=[CH:29][C:28]([Cl:31])=[CH:27][N:26]=3)=[O:23])=[O:11])[CH2:6][CH2:5]2)[CH2:36][CH2:35][CH2:34][CH2:33][CH2:32]1, predict the reactants needed to synthesize it. The reactants are: Cl.Cl.[NH2:3][C@H:4]1[CH2:9][CH2:8][C@H:7]([C:10]([NH:12][C:13]2[C:17]3[CH:18]=[CH:19][CH:20]=[CH:21][C:16]=3[O:15][C:14]=2[C:22]([NH:24][C:25]2[CH:30]=[CH:29][C:28]([Cl:31])=[CH:27][N:26]=2)=[O:23])=[O:11])[CH2:6][CH2:5]1.[CH:32](=O)[CH2:33][CH2:34][CH2:35][CH:36]=O.C(O[BH-](OC(=O)C)OC(=O)C)(=O)C.[Na+].C(=O)([O-])O.[Na+]. (4) Given the product [F:18][C:15]1[CH:16]=[CH:17][C:12]([C:11]2[C:10]([C:19]3[CH:24]=[CH:23][N:22]=[CH:21][CH:20]=3)=[CH:9][N:8]([CH3:25])[C:7]=2[C:5]([OH:4])=[O:6])=[CH:13][CH:14]=1, predict the reactants needed to synthesize it. The reactants are: [OH-].[K+].C[O:4][C:5]([C:7]1[NH:8][CH:9]=[C:10]([C:19]2[CH:24]=[CH:23][N:22]=[CH:21][CH:20]=2)[C:11]=1[C:12]1[CH:17]=[CH:16][C:15]([F:18])=[CH:14][CH:13]=1)=[O:6].[CH3:25]O. (5) Given the product [CH2:20]([O:27][C:28]1[CH:29]=[C:30]([CH:31]=[CH:32][CH:33]=1)[CH2:34][O:35][C:51]1[CH:58]=[CH:57][C:54]([CH:55]=[O:56])=[CH:53][CH:52]=1)[C:21]1[CH:22]=[CH:23][CH:24]=[CH:25][CH:26]=1, predict the reactants needed to synthesize it. The reactants are: C1(P(C2C=CC=CC=2)C2C=CC=CC=2)C=CC=CC=1.[CH2:20]([O:27][C:28]1[CH:29]=[C:30]([CH2:34][OH:35])[CH:31]=[CH:32][CH:33]=1)[C:21]1[CH:26]=[CH:25][CH:24]=[CH:23][CH:22]=1.N(C(OC(C)C)=O)=NC(OC(C)C)=O.O[C:51]1[CH:58]=[CH:57][C:54]([CH:55]=[O:56])=[CH:53][CH:52]=1. (6) Given the product [C:1]([O:5][C:6](=[O:22])[NH:7][C:8]1[CH:13]=[C:12]([F:14])[C:11]([C:15]([F:17])([F:18])[F:16])=[CH:10][C:9]=1[NH2:19])([CH3:4])([CH3:2])[CH3:3], predict the reactants needed to synthesize it. The reactants are: [C:1]([O:5][C:6](=[O:22])[NH:7][C:8]1[CH:13]=[C:12]([F:14])[C:11]([C:15]([F:18])([F:17])[F:16])=[CH:10][C:9]=1[N+:19]([O-])=O)([CH3:4])([CH3:3])[CH3:2]. (7) Given the product [Cl:13][C:11]1[CH:10]=[C:9]([NH:14][C:15]2[CH:16]=[CH:17][C:18]([C:21]([N:23]3[CH2:24][CH2:25][O:26][CH2:27][CH2:28]3)=[O:22])=[CH:19][CH:20]=2)[C:5]([C:6]([NH2:8])=[O:7])=[C:4]([O:33][CH2:30][CH2:31][CH3:32])[N:12]=1, predict the reactants needed to synthesize it. The reactants are: [OH-].[Na+].Cl[C:4]1[N:12]=[C:11]([Cl:13])[CH:10]=[C:9]([NH:14][C:15]2[CH:20]=[CH:19][C:18]([C:21]([N:23]3[CH2:28][CH2:27][O:26][CH2:25][CH2:24]3)=[O:22])=[CH:17][CH:16]=2)[C:5]=1[C:6]([NH2:8])=[O:7].Cl.[CH2:30]([OH:33])[CH2:31][CH3:32].